Predict the product of the given reaction. From a dataset of Forward reaction prediction with 1.9M reactions from USPTO patents (1976-2016). (1) Given the reactants [NH2:1][C:2]1[CH:6]=[C:5]([C:7]([CH3:11])([CH3:10])[CH2:8][OH:9])[O:4][N:3]=1.C(=O)([O-])[O-].[K+].[K+].Cl[C:19]([O:21][C:22]1[CH:27]=[CH:26][CH:25]=[CH:24][CH:23]=1)=[O:20], predict the reaction product. The product is: [OH:9][CH2:8][C:7]([C:5]1[O:4][N:3]=[C:2]([NH:1][C:19](=[O:20])[O:21][C:22]2[CH:27]=[CH:26][CH:25]=[CH:24][CH:23]=2)[CH:6]=1)([CH3:11])[CH3:10]. (2) The product is: [Br:26][C:27]1[N:32]2[N:33]=[CH:34][N:35]=[C:31]2[C:30]([NH:25][C:22]2[CH:21]=[CH:20][C:19]([CH:16]3[CH2:15][CH2:14][N:13]([CH:10]([CH3:12])[CH3:11])[CH2:18][CH2:17]3)=[CH:24][CH:23]=2)=[N:29][CH:28]=1. Given the reactants C(N(CC)C(C)C)(C)C.[CH:10]([N:13]1[CH2:18][CH2:17][CH:16]([C:19]2[CH:24]=[CH:23][C:22]([NH2:25])=[CH:21][CH:20]=2)[CH2:15][CH2:14]1)([CH3:12])[CH3:11].[Br:26][C:27]1[N:32]2[N:33]=[CH:34][N:35]=[C:31]2[C:30](Br)=[N:29][CH:28]=1, predict the reaction product. (3) Given the reactants [CH:1]1([N:6]2[CH2:12][C:11]([F:14])([F:13])[C:10](=[O:15])[N:9]([CH3:16])[C:8]3[CH:17]=[N:18][C:19]([NH:21][C:22]4[C:30]([F:31])=[CH:29][C:25]([C:26]([OH:28])=O)=[C:24]([F:32])[CH:23]=4)=[N:20][C:7]2=3)[CH2:5][CH2:4][CH2:3][CH2:2]1.F[P-](F)(F)(F)(F)F.C[N:41](C(N(C)C)=[N+]1C2C(=NC=CC=2)[N+]([O-])=N1)C.C(N(C(C)C)CC)(C)C.[Cl-].[NH4+], predict the reaction product. The product is: [CH:1]1([N:6]2[CH2:12][C:11]([F:14])([F:13])[C:10](=[O:15])[N:9]([CH3:16])[C:8]3[CH:17]=[N:18][C:19]([NH:21][C:22]4[C:30]([F:31])=[CH:29][C:25]([C:26]([NH2:41])=[O:28])=[C:24]([F:32])[CH:23]=4)=[N:20][C:7]2=3)[CH2:2][CH2:3][CH2:4][CH2:5]1.